Predict the reactants needed to synthesize the given product. From a dataset of Full USPTO retrosynthesis dataset with 1.9M reactions from patents (1976-2016). (1) The reactants are: Cl.[OH:2][C@@H:3]1[CH2:7][CH2:6][NH:5][CH2:4]1.C(=O)([O-])[O-].[K+].[K+].C1COCC1.[C:19](O[C:19]([O:21][C:22]([CH3:25])([CH3:24])[CH3:23])=[O:20])([O:21][C:22]([CH3:25])([CH3:24])[CH3:23])=[O:20]. Given the product [C:22]([O:21][C:19]([N:5]1[CH2:6][CH2:7][C@@H:3]([OH:2])[CH2:4]1)=[O:20])([CH3:25])([CH3:24])[CH3:23], predict the reactants needed to synthesize it. (2) Given the product [Cl:6][C:7]1[C:8]([N+:15]([O-:17])=[O:16])=[C:9]2[C:10]([N:13]=[CH:3][C:2]([CH3:5])=[N:14]2)=[CH:11][CH:12]=1, predict the reactants needed to synthesize it. The reactants are: O=[C:2]([CH3:5])[CH:3]=O.[Cl:6][C:7]1[C:8]([N+:15]([O-:17])=[O:16])=[C:9]([NH2:14])[C:10]([NH2:13])=[CH:11][CH:12]=1. (3) Given the product [OH:32][C:29]1([CH2:33][N:34]([CH3:45])[C:35]2[CH:44]=[CH:43][C:38]([C:39]([O:41][CH3:42])=[O:40])=[CH:37][CH:36]=2)[CH2:30][CH2:31][N:26]([C:57](=[O:59])[CH2:56][C:53]2[CH:52]=[CH:51][C:50]([S:47]([CH3:46])(=[O:48])=[O:49])=[CH:55][CH:54]=2)[CH2:27][CH2:28]1, predict the reactants needed to synthesize it. The reactants are: Cl.C(N=C=NCCCN(C)C)C.ClCCl.C(C1C=C(CC[N:26]2[CH2:31][CH2:30][C:29]([CH2:33][N:34]([CH3:45])[C:35]3[CH:44]=[CH:43][C:38]([C:39]([O:41][CH3:42])=[O:40])=[CH:37][CH:36]=3)([OH:32])[CH2:28][CH2:27]2)C=CC=1)#N.[CH3:46][S:47]([C:50]1[CH:55]=[CH:54][C:53]([CH2:56][C:57]([OH:59])=O)=[CH:52][CH:51]=1)(=[O:49])=[O:48].